Dataset: Cav3 T-type calcium channel HTS with 100,875 compounds. Task: Binary Classification. Given a drug SMILES string, predict its activity (active/inactive) in a high-throughput screening assay against a specified biological target. (1) The drug is O=C(NC1CCCC1)C1(NC(=O)c2cc3OCOc3cc2)CCCCC1. The result is 0 (inactive). (2) The compound is s1c(c2CCCC(=O)c2c1SC)C(O)=O. The result is 0 (inactive). (3) The molecule is o1c(c2cc3OCCOc3cc2)cc(c1C)C(=O)NCC(OCC)=O. The result is 0 (inactive). (4) The molecule is O=C1N(C(\C(C1=O)=C(\O)c1ccc(OC)cc1)c1cc(OCCC)ccc1)CCN(C)C. The result is 0 (inactive). (5) The compound is Clc1cc(CN2CCOCC2)c(OC(=O)c2cc(OC)ccc2)c2ncccc12. The result is 0 (inactive).